This data is from Reaction yield outcomes from USPTO patents with 853,638 reactions. The task is: Predict the reaction yield, written as a fraction of the theoretical maximum amount of product (1.0 means a 100% yield; for example, 0.34 means a 34% yield). (1) The reactants are CS(C)=O.C(Cl)(=O)C(Cl)=O.C(=O)=O.CC(C)=O.[OH:18][CH2:19][C@@H:20]1[CH2:24][C:23]([CH3:25])=[CH:22][N:21]1[C:26]([C:28]1[CH:33]=[C:32]([O:34][CH3:35])[C:31]([O:36][Si:37]([CH:44]([CH3:46])[CH3:45])([CH:41]([CH3:43])[CH3:42])[CH:38]([CH3:40])[CH3:39])=[CH:30][C:29]=1[NH:47][C:48]([O:50][CH2:51][C:52]1[CH:57]=[CH:56][C:55]([NH:58][NH:59][CH:60]([CH3:76])[C:61]([NH:63][CH:64]([CH:73]([CH3:75])[CH3:74])[C:65](=[O:72])[C:66]([O:68][CH2:69][CH:70]=[CH2:71])=[O:67])=[O:62])=[CH:54][CH:53]=1)=[O:49])=[O:27].C(N(CC)CC)C. The catalyst is ClCCl. The product is [OH:18][C@@H:19]1[N:47]([C:48]([O:50][CH2:51][C:52]2[CH:53]=[CH:54][C:55]([NH:58][NH:59][CH:60]([CH3:76])[C:61]([NH:63][CH:64]([CH:73]([CH3:75])[CH3:74])[C:65](=[O:72])[C:66]([O:68][CH2:69][CH:70]=[CH2:71])=[O:67])=[O:62])=[CH:56][CH:57]=2)=[O:49])[C:29]2[CH:30]=[C:31]([O:36][Si:37]([CH:41]([CH3:42])[CH3:43])([CH:44]([CH3:45])[CH3:46])[CH:38]([CH3:40])[CH3:39])[C:32]([O:34][CH3:35])=[CH:33][C:28]=2[C:26](=[O:27])[N:21]2[CH:22]=[C:23]([CH3:25])[CH2:24][C@@H:20]12. The yield is 0.600. (2) The reactants are [C:1]([C:3]1[CH:4]=[C:5]2[C:10](=[CH:11][CH:12]=1)[N:9]=[C:8]([C:13]([NH:15][CH2:16][C:17]1[CH:18]=[C:19]([CH2:23][NH:24]C(=O)OC(C)(C)C)[CH:20]=[CH:21][CH:22]=1)=[O:14])[NH:7][C:6]2=[O:32])#[N:2].[ClH:33].C(OCC)(=O)C. The catalyst is C(OCC)(=O)C. The product is [ClH:33].[NH2:24][CH2:23][C:19]1[CH:18]=[C:17]([CH2:16][NH:15][C:13]([C:8]2[NH:7][C:6](=[O:32])[C:5]3[C:10](=[CH:11][CH:12]=[C:3]([C:1]#[N:2])[CH:4]=3)[N:9]=2)=[O:14])[CH:22]=[CH:21][CH:20]=1. The yield is 0.990. (3) The reactants are Br.Br[CH2:3][C:4]([C:6]1[C:7]([F:12])=[N:8][CH:9]=[CH:10][CH:11]=1)=O.[NH2:13][C:14](=[S:25])[CH2:15][N:16]([CH3:24])[C:17](=[O:23])[O:18][C:19]([CH3:22])([CH3:21])[CH3:20].C(=O)([O-])O.[Na+]. The catalyst is CN(C)C=O. The product is [F:12][C:7]1[C:6]([C:4]2[N:13]=[C:14]([CH2:15][N:16]([CH3:24])[C:17](=[O:23])[O:18][C:19]([CH3:20])([CH3:21])[CH3:22])[S:25][CH:3]=2)=[CH:11][CH:10]=[CH:9][N:8]=1. The yield is 0.820.